From a dataset of NCI-60 drug combinations with 297,098 pairs across 59 cell lines. Regression. Given two drug SMILES strings and cell line genomic features, predict the synergy score measuring deviation from expected non-interaction effect. Drug 1: CC12CCC3C(C1CCC2=O)CC(=C)C4=CC(=O)C=CC34C. Drug 2: CCCCC(=O)OCC(=O)C1(CC(C2=C(C1)C(=C3C(=C2O)C(=O)C4=C(C3=O)C=CC=C4OC)O)OC5CC(C(C(O5)C)O)NC(=O)C(F)(F)F)O. Cell line: SK-MEL-5. Synergy scores: CSS=32.9, Synergy_ZIP=-0.285, Synergy_Bliss=-5.76, Synergy_Loewe=-5.31, Synergy_HSA=-5.91.